Dataset: Catalyst prediction with 721,799 reactions and 888 catalyst types from USPTO. Task: Predict which catalyst facilitates the given reaction. (1) Reactant: [CH:1]([CH:9]1[C:14](=[O:15])[O:13][C:11](=O)[CH2:10]1)=[CH:2][CH2:3][CH2:4][CH2:5][CH2:6][CH2:7][CH3:8].[CH3:16][C:17]1([CH3:26])[CH2:22][CH:21]([NH2:23])[CH2:20][C:19]([CH3:25])([CH3:24])[NH:18]1. Product: [CH:1]([CH:9]1[C:14](=[O:15])[N:23]([CH:21]2[CH2:22][C:17]([CH3:26])([CH3:16])[NH:18][C:19]([CH3:25])([CH3:24])[CH2:20]2)[C:11](=[O:13])[CH2:10]1)=[CH:2][CH2:3][CH2:4][CH2:5][CH2:6][CH2:7][CH3:8]. The catalyst class is: 15. (2) Reactant: [OH:1][CH2:2][CH2:3][N:4]([CH2:25][CH2:26][OH:27])[CH2:5][CH2:6][CH2:7][O:8][C:9]1[C:22]2[S:21][C:20]3[C:15](=[CH:16][CH:17]=[CH:18][CH:19]=3)[C:14](=[O:23])[C:13]=2[C:12]([Cl:24])=[CH:11][CH:10]=1.[CH2:28]([Br:35])[C:29]1[CH:34]=[CH:33][CH:32]=[CH:31][CH:30]=1. Product: [Br-:35].[CH2:28]([N+:4]([CH2:5][CH2:6][CH2:7][O:8][C:9]1[C:22]2[S:21][C:20]3[C:15](=[CH:16][CH:17]=[CH:18][CH:19]=3)[C:14](=[O:23])[C:13]=2[C:12]([Cl:24])=[CH:11][CH:10]=1)([CH2:25][CH2:26][OH:27])[CH2:3][CH2:2][OH:1])[C:29]1[CH:34]=[CH:33][CH:32]=[CH:31][CH:30]=1. The catalyst class is: 3. (3) Reactant: S([N:11]1[C:15]2[N:16]=[CH:17][C:18]3[N:19]([C:20]([C@@H:23]4[CH2:28][CH2:27][CH2:26][N:25]([C:29]([O:31][C:32]([CH3:35])([CH3:34])[CH3:33])=[O:30])[CH2:24]4)=[N:21][CH:22]=3)[C:14]=2[CH:13]=[CH:12]1)(C1C=CC(C)=CC=1)(=O)=O.[OH-].[Na+].CCOC(C)=O.[NH4+].[Cl-]. Product: [C:20]1([C@@H:23]2[CH2:28][CH2:27][CH2:26][N:25]([C:29]([O:31][C:32]([CH3:35])([CH3:34])[CH3:33])=[O:30])[CH2:24]2)[N:19]2[C:14]3[CH:13]=[CH:12][NH:11][C:15]=3[N:16]=[CH:17][C:18]2=[CH:22][N:21]=1. The catalyst class is: 12. (4) Reactant: [NH2:1][C:2]1[N:7]=[CH:6][N:5]=[C:4]2[N:8]([CH:12]([C:14]3[CH:15]=[C:16]4[N:21]([C:22]=3[C:23]3[CH:24]=[CH:25][C:26]([OH:29])=[N:27][CH:28]=3)[CH:20]=[CH:19][CH:18]=[CH:17]4)[CH3:13])[N:9]=[C:10]([I:11])[C:3]=12.CC(C)=O.Cl.Cl[CH2:36][CH2:37][N:38]1[CH2:43][CH2:42][O:41][CH2:40][CH2:39]1. Product: [NH2:1][C:2]1[N:7]=[CH:6][N:5]=[C:4]2[N:8]([CH:12]([C:14]3[CH:15]=[C:16]4[N:21]([C:22]=3[C:23]3[CH:24]=[CH:25][C:26](=[O:29])[N:27]([CH2:36][CH2:37][N:38]5[CH2:43][CH2:42][O:41][CH2:40][CH2:39]5)[CH:28]=3)[CH:20]=[CH:19][CH:18]=[CH:17]4)[CH3:13])[N:9]=[C:10]([I:11])[C:3]=12. The catalyst class is: 6. (5) Reactant: Br[CH2:2][CH2:3][CH2:4][N:5]1[C:9]2[CH:10]=[CH:11][CH:12]=[CH:13][C:8]=2[N:7]([C:14]2[CH:19]=[CH:18][CH:17]=[CH:16][CH:15]=2)[S:6]1(=[O:21])=[O:20].[C:22]([N:29]1[CH2:34][CH2:33][NH:32][CH2:31][CH2:30]1)([O:24][C:25]([CH3:28])([CH3:27])[CH3:26])=[O:23].C(=O)([O-])[O-].[Na+].[Na+]. Product: [O:20]=[S:6]1(=[O:21])[N:5]([CH2:4][CH2:3][CH2:2][N:32]2[CH2:31][CH2:30][N:29]([C:22]([O:24][C:25]([CH3:28])([CH3:27])[CH3:26])=[O:23])[CH2:34][CH2:33]2)[C:9]2[CH:10]=[CH:11][CH:12]=[CH:13][C:8]=2[N:7]1[C:14]1[CH:19]=[CH:18][CH:17]=[CH:16][CH:15]=1. The catalyst class is: 8. (6) Reactant: Cl.[CH:2]([NH2:4])=[NH:3].CC[O-].[Na+].[CH3:9][CH:10]1[CH:14]([C:15](OC)=[O:16])[C:13](=O)[CH2:12][S:11]1. Product: [CH3:9][CH:10]1[C:14]2[C:15]([OH:16])=[N:4][CH:2]=[N:3][C:13]=2[CH2:12][S:11]1. The catalyst class is: 8. (7) Reactant: [CH3:1][S:2][CH2:3][C:4](=[O:13])[CH2:5][C:6]([O:8][C:9]([CH3:12])([CH3:11])[CH3:10])=[O:7].C(=O)([O-])[O-].[K+].[K+].I[CH2:21][CH2:22][CH2:23][CH2:24][C:25]([O:27][CH2:28][CH3:29])=[O:26]. Product: [CH3:1][S:2][CH2:3][C:4]([CH:5]([CH2:21][CH2:22][CH2:23][CH2:24][C:25]([O:27][CH2:28][CH3:29])=[O:26])[C:6]([O:8][C:9]([CH3:10])([CH3:12])[CH3:11])=[O:7])=[O:13]. The catalyst class is: 9.